This data is from Forward reaction prediction with 1.9M reactions from USPTO patents (1976-2016). The task is: Predict the product of the given reaction. Given the reactants [F:1][C:2]([F:42])([F:41])[C:3]1[CH:4]=[C:5]([CH:34]=[C:35]([C:37]([F:40])([F:39])[F:38])[CH:36]=1)[CH2:6][N:7]([CH2:15][C:16]1[C:17]([N:26]([CH2:30][CH:31]2[CH2:33][CH2:32]2)[CH2:27][CH2:28][CH3:29])=[N:18][C:19](S(C)(=O)=O)=[N:20][CH:21]=1)[C:8]1[N:13]=[CH:12][C:11]([Br:14])=[CH:10][N:9]=1.[CH3:43][O-:44].[Na+], predict the reaction product. The product is: [F:1][C:2]([F:42])([F:41])[C:3]1[CH:4]=[C:5]([CH:34]=[C:35]([C:37]([F:40])([F:39])[F:38])[CH:36]=1)[CH2:6][N:7]([CH2:15][C:16]1[C:17]([N:26]([CH2:30][CH:31]2[CH2:33][CH2:32]2)[CH2:27][CH2:28][CH3:29])=[N:18][C:19]([O:44][CH3:43])=[N:20][CH:21]=1)[C:8]1[N:13]=[CH:12][C:11]([Br:14])=[CH:10][N:9]=1.